From a dataset of Reaction yield outcomes from USPTO patents with 853,638 reactions. Predict the reaction yield, written as a fraction of the theoretical maximum amount of product (1.0 means a 100% yield; for example, 0.34 means a 34% yield). The reactants are [F:1][C:2]1[CH:7]=[CH:6][CH:5]=[CH:4][C:3]=1[C@:8]1([CH3:17])[CH2:13][S:12](=[O:15])(=[O:14])[CH2:11][C:10]([NH2:16])=[N:9]1.S(=O)(=O)(O)O.[N+:23]([O-])([OH:25])=[O:24].C([O-])(O)=O.[Na+]. No catalyst specified. The product is [F:1][C:2]1[CH:7]=[CH:6][C:5]([N+:23]([O-:25])=[O:24])=[CH:4][C:3]=1[C@:8]1([CH3:17])[CH2:13][S:12](=[O:14])(=[O:15])[CH2:11][C:10]([NH2:16])=[N:9]1. The yield is 1.00.